From a dataset of Forward reaction prediction with 1.9M reactions from USPTO patents (1976-2016). Predict the product of the given reaction. Given the reactants [N:1]1([C:7]2[CH:14]=[C:13]([C:15]([F:18])([F:17])[F:16])[CH:12]=[CH:11]C=2C#N)[CH2:6][CH2:5][CH2:4][CH2:3][CH2:2]1.[OH-:19].[Na+].Cl.[CH2:22]([OH:25])[CH2:23]O, predict the reaction product. The product is: [N:1]1([C:7]2[CH:14]=[C:13]([C:15]([F:18])([F:17])[F:16])[CH:12]=[CH:11][C:23]=2[C:22]([OH:25])=[O:19])[CH2:6][CH2:5][CH2:4][CH2:3][CH2:2]1.